From a dataset of Catalyst prediction with 721,799 reactions and 888 catalyst types from USPTO. Predict which catalyst facilitates the given reaction. (1) Product: [C:26]([O:30][N:31]=[CH:12][CH2:11][O:10][CH2:9][CH2:8][CH2:7][CH2:6][CH2:5][O:4][C:3]1[C:14]([Cl:24])=[CH:15][C:16]([O:18][CH2:19][CH:20]=[C:21]([Cl:22])[Cl:23])=[CH:17][C:2]=1[Cl:1])([CH3:29])([CH3:28])[CH3:27]. The catalyst class is: 17. Reactant: [Cl:1][C:2]1[CH:17]=[C:16]([O:18][CH2:19][CH:20]=[C:21]([Cl:23])[Cl:22])[CH:15]=[C:14]([Cl:24])[C:3]=1[O:4][CH2:5][CH2:6][CH2:7][CH2:8][CH2:9][O:10][CH2:11][CH:12]=O.Cl.[C:26]([O:30][NH2:31])([CH3:29])([CH3:28])[CH3:27].Cl. (2) Reactant: [CH2:1]([C:4]1[N:5]=[C:6]([C:15]2[C:19]([NH:20][C:21](=[O:30])[C:22]3[C:27]([F:28])=[CH:26][CH:25]=[CH:24][C:23]=3[F:29])=[CH:18][N:17](CC3C=CC(OC)=CC=3)[N:16]=2)[NH:7][C:8]=1[C:9]1[CH:14]=[CH:13][CH:12]=[CH:11][CH:10]=1)[CH:2]=[CH2:3].C1(OC)C=CC=CC=1. Product: [CH2:1]([C:4]1[N:5]=[C:6]([C:15]2[C:19]([NH:20][C:21](=[O:30])[C:22]3[C:23]([F:29])=[CH:24][CH:25]=[CH:26][C:27]=3[F:28])=[CH:18][NH:17][N:16]=2)[NH:7][C:8]=1[C:9]1[CH:10]=[CH:11][CH:12]=[CH:13][CH:14]=1)[CH:2]=[CH2:3]. The catalyst class is: 55. (3) Reactant: Cl[CH2:2][C:3]1[N:4]=[C:5]([N:8]([CH:11]2[CH2:13][CH2:12]2)[CH2:9][CH3:10])[S:6][CH:7]=1.C(=O)([O-])[OH:15].[Na+]. Product: [CH:11]1([N:8]([CH2:9][CH3:10])[C:5]2[S:6][CH:7]=[C:3]([CH:2]=[O:15])[N:4]=2)[CH2:13][CH2:12]1. The catalyst class is: 16.